Dataset: Forward reaction prediction with 1.9M reactions from USPTO patents (1976-2016). Task: Predict the product of the given reaction. (1) Given the reactants S(=O)(=O)(O)[OH:2].[Br:6][C:7]1[C:12]([F:13])=[CH:11][CH:10]=[CH:9][C:8]=1[NH:14][C:15](=[O:19])[CH:16]=NO, predict the reaction product. The product is: [Br:6][C:7]1[C:12]([F:13])=[CH:11][CH:10]=[C:9]2[C:8]=1[NH:14][C:15](=[O:19])[C:16]2=[O:2]. (2) Given the reactants [C:1]([C:3]1[CH:4]=[C:5]([S:10]([NH2:13])(=[O:12])=[O:11])[CH:6]=[CH:7][C:8]=1F)#[N:2].[O:14]1[CH2:19][CH2:18][CH:17]([CH2:20][NH2:21])[CH2:16][CH2:15]1.C(N(CC)C(C)C)(C)C, predict the reaction product. The product is: [C:1]([C:3]1[CH:4]=[C:5]([S:10]([NH2:13])(=[O:12])=[O:11])[CH:6]=[CH:7][C:8]=1[NH:21][CH2:20][CH:17]1[CH2:18][CH2:19][O:14][CH2:15][CH2:16]1)#[N:2]. (3) Given the reactants [CH3:1][C@@:2]12[C:10](=[O:11])[CH2:9][CH2:8][C@H:7]1[C@@H:6]1[C:12]([CH:14]=[C:15]3[CH2:20][C@@H:19](O)[CH2:18][CH2:17][C@:16]3([CH3:22])[C@H:5]1[CH2:4][CH2:3]2)=[O:13].[CH2:23]([O:25][C:26](Cl)=[O:27])[CH3:24], predict the reaction product. The product is: [C:26]([C@H:19]1[CH2:18][CH2:17][C@@:16]2([CH3:22])[C:15](=[CH:14][C:12](=[O:13])[C@@H:6]3[C@@H:5]2[CH2:4][CH2:3][C@@:2]2([CH3:1])[C@H:7]3[CH2:8][CH2:9][C:10]2=[O:11])[CH2:20]1)([O:25][CH2:23][CH3:24])=[O:27]. (4) Given the reactants [F:1][C:2]1[CH:3]=[C:4]([NH2:24])[CH:5]=[CH:6][C:7]=1[O:8][C:9]1[CH:14]=[CH:13][N:12]=[C:11]2[CH:15]=[C:16]([C:18]3[N:19]=[CH:20][N:21]([CH3:23])[CH:22]=3)[S:17][C:10]=12.[F:25][C:26]([F:40])([F:39])[CH:27]([NH:32][C:33]1[CH:38]=[CH:37][CH:36]=[CH:35][CH:34]=1)[CH2:28][C:29](O)=[O:30].C(N(CC)C(C)C)(C)C.CN(C(ON1N=NC2C=CC=NC1=2)=[N+](C)C)C.F[P-](F)(F)(F)(F)F.C(=O)(O)[O-].[Na+], predict the reaction product. The product is: [F:25][C:26]([F:39])([F:40])[CH:27]([NH:32][C:33]1[CH:38]=[CH:37][CH:36]=[CH:35][CH:34]=1)[CH2:28][C:29]([NH:24][C:4]1[CH:5]=[CH:6][C:7]([O:8][C:9]2[CH:14]=[CH:13][N:12]=[C:11]3[CH:15]=[C:16]([C:18]4[N:19]=[CH:20][N:21]([CH3:23])[CH:22]=4)[S:17][C:10]=23)=[C:2]([F:1])[CH:3]=1)=[O:30].